This data is from Forward reaction prediction with 1.9M reactions from USPTO patents (1976-2016). The task is: Predict the product of the given reaction. (1) Given the reactants [CH2:1]([O:8][C:9]1[CH:14]=[C:13](Br)[CH:12]=[CH:11][C:10]=1[C:16]([CH3:19])([CH3:18])[CH3:17])[C:2]1[CH:7]=[CH:6][CH:5]=[CH:4][CH:3]=1.[CH3:20][C:21]1([CH3:37])[C:25]([CH3:27])([CH3:26])[O:24][B:23]([B:23]2[O:24][C:25]([CH3:27])([CH3:26])[C:21]([CH3:37])([CH3:20])[O:22]2)[O:22]1.CC([O-])=O.[K+].N#N.C1(P(C2CCCCC2)C2CCCCC2)CCCCC1, predict the reaction product. The product is: [CH2:1]([O:8][C:9]1[CH:14]=[C:13]([B:23]2[O:24][C:25]([CH3:27])([CH3:26])[C:21]([CH3:37])([CH3:20])[O:22]2)[CH:12]=[CH:11][C:10]=1[C:16]([CH3:19])([CH3:18])[CH3:17])[C:2]1[CH:7]=[CH:6][CH:5]=[CH:4][CH:3]=1. (2) Given the reactants Br[C:2]1[C:3]([C:17]([NH:19][CH:20]2[CH2:24][CH2:23][CH2:22][CH2:21]2)=[O:18])=[N:4][O:5][C:6]=1[C:7]1[CH:12]=[CH:11][C:10]([C:13]([F:16])([F:15])[F:14])=[CH:9][CH:8]=1.[Li]CCCC.CN([CH:33]=[O:34])C.CC(C)=O.C(=O)=O, predict the reaction product. The product is: [CH:20]1([NH:19][C:17]([C:3]2[C:2]([CH:33]=[O:34])=[C:6]([C:7]3[CH:12]=[CH:11][C:10]([C:13]([F:16])([F:15])[F:14])=[CH:9][CH:8]=3)[O:5][N:4]=2)=[O:18])[CH2:24][CH2:23][CH2:22][CH2:21]1. (3) Given the reactants [F:1][C:2]1[CH:7]=[CH:6][C:5]([CH2:8][N:9]2[C:13](/[CH:14]=[CH:15]\[CH3:16])=[CH:12][N:11]=[C:10]2[CH:17]=O)=[CH:4][CH:3]=1.[NH2:19][CH2:20][C:21]1[N:26]=[C:25]([CH3:27])[CH:24]=[C:23]([C:28]([O:30][CH3:31])=[O:29])[CH:22]=1, predict the reaction product. The product is: [F:1][C:2]1[CH:3]=[CH:4][C:5]([CH2:8][N:9]2[C:13](/[CH:14]=[CH:15]\[CH3:16])=[CH:12][N:11]=[C:10]2[CH2:17][NH:19][CH2:20][C:21]2[N:26]=[C:25]([CH3:27])[CH:24]=[C:23]([C:28]([O:30][CH3:31])=[O:29])[CH:22]=2)=[CH:6][CH:7]=1.